Dataset: NCI-60 drug combinations with 297,098 pairs across 59 cell lines. Task: Regression. Given two drug SMILES strings and cell line genomic features, predict the synergy score measuring deviation from expected non-interaction effect. (1) Drug 1: CC1OCC2C(O1)C(C(C(O2)OC3C4COC(=O)C4C(C5=CC6=C(C=C35)OCO6)C7=CC(=C(C(=C7)OC)O)OC)O)O. Drug 2: CN(C(=O)NC(C=O)C(C(C(CO)O)O)O)N=O. Cell line: HS 578T. Synergy scores: CSS=14.8, Synergy_ZIP=-7.95, Synergy_Bliss=-4.20, Synergy_Loewe=-8.51, Synergy_HSA=-2.85. (2) Drug 1: C1=CC(=CC=C1CCC2=CNC3=C2C(=O)NC(=N3)N)C(=O)NC(CCC(=O)O)C(=O)O. Drug 2: CC1CCC2CC(C(=CC=CC=CC(CC(C(=O)C(C(C(=CC(C(=O)CC(OC(=O)C3CCCCN3C(=O)C(=O)C1(O2)O)C(C)CC4CCC(C(C4)OC)OCCO)C)C)O)OC)C)C)C)OC. Cell line: 786-0. Synergy scores: CSS=26.7, Synergy_ZIP=-9.95, Synergy_Bliss=-5.02, Synergy_Loewe=2.11, Synergy_HSA=3.17. (3) Drug 1: C1CCN(CC1)CCOC2=CC=C(C=C2)C(=O)C3=C(SC4=C3C=CC(=C4)O)C5=CC=C(C=C5)O. Drug 2: C1=CC=C(C(=C1)C(C2=CC=C(C=C2)Cl)C(Cl)Cl)Cl. Cell line: NCIH23. Synergy scores: CSS=7.92, Synergy_ZIP=0.446, Synergy_Bliss=2.24, Synergy_Loewe=1.31, Synergy_HSA=0.606. (4) Drug 1: C(=O)(N)NO. Drug 2: C1CN(CCN1C(=O)CCBr)C(=O)CCBr. Cell line: SK-MEL-5. Synergy scores: CSS=16.2, Synergy_ZIP=-6.85, Synergy_Bliss=-1.89, Synergy_Loewe=-6.69, Synergy_HSA=-0.497. (5) Drug 1: CCCS(=O)(=O)NC1=C(C(=C(C=C1)F)C(=O)C2=CNC3=C2C=C(C=N3)C4=CC=C(C=C4)Cl)F. Drug 2: CN(CCCl)CCCl.Cl. Cell line: HOP-92. Synergy scores: CSS=22.1, Synergy_ZIP=-1.29, Synergy_Bliss=-0.916, Synergy_Loewe=-14.8, Synergy_HSA=-1.97. (6) Drug 1: CC12CCC(CC1=CCC3C2CCC4(C3CC=C4C5=CN=CC=C5)C)O. Drug 2: C1CC(C1)(C(=O)O)C(=O)O.[NH2-].[NH2-].[Pt+2]. Cell line: HS 578T. Synergy scores: CSS=23.7, Synergy_ZIP=3.00, Synergy_Bliss=4.79, Synergy_Loewe=1.29, Synergy_HSA=3.06. (7) Drug 2: C1=CC(=CC=C1CCCC(=O)O)N(CCCl)CCCl. Cell line: SR. Drug 1: CCC1=CC2CC(C3=C(CN(C2)C1)C4=CC=CC=C4N3)(C5=C(C=C6C(=C5)C78CCN9C7C(C=CC9)(C(C(C8N6C)(C(=O)OC)O)OC(=O)C)CC)OC)C(=O)OC.C(C(C(=O)O)O)(C(=O)O)O. Synergy scores: CSS=83.4, Synergy_ZIP=0.263, Synergy_Bliss=-0.197, Synergy_Loewe=-0.387, Synergy_HSA=2.37. (8) Drug 1: C1=C(C(=O)NC(=O)N1)N(CCCl)CCCl. Drug 2: CNC(=O)C1=NC=CC(=C1)OC2=CC=C(C=C2)NC(=O)NC3=CC(=C(C=C3)Cl)C(F)(F)F. Cell line: T-47D. Synergy scores: CSS=22.1, Synergy_ZIP=-7.38, Synergy_Bliss=-3.11, Synergy_Loewe=-9.46, Synergy_HSA=-0.805. (9) Drug 1: CC(CN1CC(=O)NC(=O)C1)N2CC(=O)NC(=O)C2. Drug 2: CC1=C(C(CCC1)(C)C)C=CC(=CC=CC(=CC(=O)O)C)C. Cell line: NCIH23. Synergy scores: CSS=3.89, Synergy_ZIP=0.270, Synergy_Bliss=2.74, Synergy_Loewe=-0.369, Synergy_HSA=0.690.